This data is from Catalyst prediction with 721,799 reactions and 888 catalyst types from USPTO. The task is: Predict which catalyst facilitates the given reaction. (1) Reactant: [N:1]([CH2:4][C:5]([C:7]1[CH:12]=[CH:11][C:10]([N+:13]([O-:15])=[O:14])=[CH:9][CH:8]=1)=[O:6])=[N+]=[N-].[CH3:16][O:17][C:18](=[O:24])[CH2:19][CH2:20][C:21](Cl)=O.C1(P(C2C=CC=CC=2)C2C=CC=CC=2)C=CC=CC=1. Product: [CH3:16][O:17][C:18](=[O:24])[CH2:19][CH2:20][C:21]1[O:6][C:5]([C:7]2[CH:12]=[CH:11][C:10]([N+:13]([O-:15])=[O:14])=[CH:9][CH:8]=2)=[CH:4][N:1]=1. The catalyst class is: 26. (2) Reactant: [CH:1]([C:4]1[CH:10]=[CH:9][CH:8]=[C:7]([CH:11]([CH3:13])[CH3:12])[C:5]=1[NH2:6])([CH3:3])[CH3:2].[Br:14]Br.C(Cl)(Cl)Cl.[OH-].[Na+]. Product: [Br:14][C:9]1[CH:10]=[C:4]([CH:1]([CH3:3])[CH3:2])[C:5]([NH2:6])=[C:7]([CH:11]([CH3:13])[CH3:12])[CH:8]=1. The catalyst class is: 5. (3) Reactant: [CH3:1][O:2][C:3](=[O:33])[C@@H:4]([O:24][C:25]1[N:30]=[C:29]([CH3:31])[CH:28]=[C:27]([CH3:32])[N:26]=1)[C@@:5]1([C:18]2[CH:23]=[CH:22][CH:21]=[CH:20][CH:19]=2)[NH:11][CH2:10][C:9](=[O:12])[N:8]([CH3:13])[C:7]2[CH:14]=[CH:15][CH:16]=[CH:17][C:6]1=2.[C:34](OC(=O)C)(=[O:36])C.C([O-])(O)=O.[Na+]. Product: [CH3:1][O:2][C:3](=[O:33])[C@@H:4]([O:24][C:25]1[N:26]=[C:27]([CH3:32])[CH:28]=[C:29]([CH3:31])[N:30]=1)[C@@:5]1([C:18]2[CH:23]=[CH:22][CH:21]=[CH:20][CH:19]=2)[N:11]([CH:34]=[O:36])[CH2:10][C:9](=[O:12])[N:8]([CH3:13])[C:7]2[CH:14]=[CH:15][CH:16]=[CH:17][C:6]1=2. The catalyst class is: 106.